This data is from Forward reaction prediction with 1.9M reactions from USPTO patents (1976-2016). The task is: Predict the product of the given reaction. (1) Given the reactants C1(S([N:10]2[C:14]3=[N:15][CH:16]=[C:17]([F:19])[CH:18]=[C:13]3[CH:12]=[C:11]2[C:20]([C:28]2[CH:33]=[CH:32][C:31]([S:34]([CH3:37])(=[O:36])=[O:35])=[CH:30][CH:29]=2)=[CH:21][CH:22]2[CH2:27][CH2:26][O:25][CH2:24][CH2:23]2)(=O)=O)C=CC=CC=1.[F-].C([N+](CCCC)(CCCC)CCCC)CCC.O1CCCC1, predict the reaction product. The product is: [F:19][C:17]1[CH:18]=[C:13]2[CH:12]=[C:11](/[C:20](/[C:28]3[CH:33]=[CH:32][C:31]([S:34]([CH3:37])(=[O:36])=[O:35])=[CH:30][CH:29]=3)=[CH:21]/[CH:22]3[CH2:27][CH2:26][O:25][CH2:24][CH2:23]3)[NH:10][C:14]2=[N:15][CH:16]=1. (2) Given the reactants [CH:1]1([CH:6]([C:27]2[CH:32]=[CH:31][C:30]([CH2:33][OH:34])=[CH:29][CH:28]=2)[C:7]([NH:9][C:10]2[CH:11]=[C:12]([CH:24]=[CH:25][CH:26]=2)[CH2:13][C:14]2([C:17]([O:19][C:20]([CH3:23])([CH3:22])[CH3:21])=[O:18])[CH2:16][CH2:15]2)=[O:8])[CH2:5][CH2:4][CH2:3][CH2:2]1.CC(OI1(OC(C)=O)(OC(C)=O)OC(=O)C2C=CC=CC1=2)=O, predict the reaction product. The product is: [CH:1]1([CH:6]([C:27]2[CH:32]=[CH:31][C:30]([CH:33]=[O:34])=[CH:29][CH:28]=2)[C:7]([NH:9][C:10]2[CH:11]=[C:12]([CH:24]=[CH:25][CH:26]=2)[CH2:13][C:14]2([C:17]([O:19][C:20]([CH3:22])([CH3:21])[CH3:23])=[O:18])[CH2:16][CH2:15]2)=[O:8])[CH2:5][CH2:4][CH2:3][CH2:2]1. (3) Given the reactants [C:1]([C:3]1[C:7]2[N:8]=[CH:9][N:10]=[C:11]([S:12][CH3:13])[C:6]=2[S:5][CH:4]=1)#[CH:2].I[C:15]1[CH:16]=[C:17]([CH:23]=[CH:24][C:25]=1[CH3:26])[C:18]([O:20][CH2:21][CH3:22])=[O:19].C(N(C(C)C)CC)(C)C, predict the reaction product. The product is: [CH3:26][C:25]1[CH:24]=[CH:23][C:17]([C:18]([O:20][CH2:21][CH3:22])=[O:19])=[CH:16][C:15]=1[C:2]#[C:1][C:3]1[C:7]2[N:8]=[CH:9][N:10]=[C:11]([S:12][CH3:13])[C:6]=2[S:5][CH:4]=1. (4) Given the reactants Br[C:2]1[CH:7]=[C:6]([CH2:8][N:9]2[CH2:14][CH2:13][N:12]([CH2:15][C:16]3[CH:21]=[CH:20][C:19]([C:22]4[CH:27]=[CH:26][C:25]([C:28]([OH:37])([C:33]([F:36])([F:35])[F:34])[C:29]([F:32])([F:31])[F:30])=[CH:24][CH:23]=4)=[CH:18][CH:17]=3)[CH2:11][CH2:10]2)[CH:5]=[CH:4][N:3]=1.[CH3:38]B1OB(C)OB(C)O1.[C:47](=[O:50])([O-])[O-:48].[K+].[K+].O1CCOCC1, predict the reaction product. The product is: [F:30][C:29]([F:32])([F:31])[C:28]([C:25]1[CH:26]=[CH:27][C:22]([C:19]2[CH:20]=[CH:21][C:16]([CH2:15][N:12]3[CH2:13][CH2:14][N:9]([CH2:8][C:6]4[CH:5]=[CH:4][N:3]=[C:2]([CH3:38])[CH:7]=4)[CH2:10][CH2:11]3)=[CH:17][CH:18]=2)=[CH:23][CH:24]=1)([OH:37])[C:33]([F:36])([F:35])[F:34].[C:47]([OH:48])([C:29]([F:32])([F:31])[F:30])=[O:50]. (5) Given the reactants C[O:2][C:3](=O)[CH2:4][CH2:5][CH2:6][CH2:7][CH2:8][CH2:9][CH2:10][NH:11][C:12]([NH:14][C:15](=[O:22])[C:16]1[CH:21]=[CH:20][CH:19]=[CH:18][CH:17]=1)=[O:13].[NH2:24][OH:25].Cl.C[O-].[Na+].FC(F)(F)C(O)=O, predict the reaction product. The product is: [OH:25][NH:24][C:3](=[O:2])[CH2:4][CH2:5][CH2:6][CH2:7][CH2:8][CH2:9][CH2:10][NH:11][C:12]([NH:14][C:15](=[O:22])[C:16]1[CH:21]=[CH:20][CH:19]=[CH:18][CH:17]=1)=[O:13]. (6) Given the reactants C([NH:4][C:5]1[CH:17]=[C:16]2[C:8]([C:9]3[C:14]([CH2:18][CH2:19][CH2:20][CH3:21])([CH2:15]2)[CH2:13][CH2:12][C:11](=[O:22])[CH:10]=3)=[CH:7][CH:6]=1)(=O)C.C([O-])(O)=O.[Na+], predict the reaction product. The product is: [NH2:4][C:5]1[CH:17]=[C:16]2[C:8]([C:9]3[C:14]([CH2:18][CH2:19][CH2:20][CH3:21])([CH2:15]2)[CH2:13][CH2:12][C:11](=[O:22])[CH:10]=3)=[CH:7][CH:6]=1.